Task: Regression. Given two drug SMILES strings and cell line genomic features, predict the synergy score measuring deviation from expected non-interaction effect.. Dataset: Merck oncology drug combination screen with 23,052 pairs across 39 cell lines (1) Drug 1: CC(C)CC(NC(=O)C(Cc1ccccc1)NC(=O)c1cnccn1)B(O)O. Drug 2: Cc1nc(Nc2ncc(C(=O)Nc3c(C)cccc3Cl)s2)cc(N2CCN(CCO)CC2)n1. Cell line: A427. Synergy scores: synergy=15.3. (2) Drug 1: NC1(c2ccc(-c3nc4ccn5c(=O)[nH]nc5c4cc3-c3ccccc3)cc2)CCC1. Synergy scores: synergy=32.4. Cell line: KPL1. Drug 2: CC1(c2nc3c(C(N)=O)cccc3[nH]2)CCCN1. (3) Drug 1: N.N.O=C(O)C1(C(=O)O)CCC1.[Pt]. Drug 2: Cn1c(=O)n(-c2ccc(C(C)(C)C#N)cc2)c2c3cc(-c4cnc5ccccc5c4)ccc3ncc21. Cell line: NCIH2122. Synergy scores: synergy=16.6. (4) Drug 1: CN1C(=O)C=CC2(C)C3CCC4(C)C(NC(=O)OCC(F)(F)F)CCC4C3CCC12. Drug 2: O=C(O)C1(Cc2cccc(Nc3nccs3)n2)CCC(Oc2cccc(Cl)c2F)CC1. Cell line: A2780. Synergy scores: synergy=-0.218.